This data is from Catalyst prediction with 721,799 reactions and 888 catalyst types from USPTO. The task is: Predict which catalyst facilitates the given reaction. (1) Reactant: Cl(O)(=O)(=O)=O.[F:6][C:7]1[CH:8]=[C:9]([C:14]2[CH:19]=[CH:18][C:17]([CH2:20][CH2:21][C@H:22]3[O:31][C@H:25]4[O:26]C(C)(C)[O:28][C@H:24]4[C@H:23]3[CH2:32][CH2:33][N:34]3[C:42](=[O:43])[C:41]4[C:36](=[CH:37][CH:38]=[CH:39][CH:40]=4)[C:35]3=[O:44])=[CH:16][CH:15]=2)[CH:10]=[C:11]([F:13])[CH:12]=1. Product: [F:6][C:7]1[CH:8]=[C:9]([C:14]2[CH:19]=[CH:18][C:17]([CH2:20][CH2:21][C@@H:22]3[C@H:23]([CH2:32][CH2:33][N:34]4[C:35](=[O:44])[C:36]5[C:41](=[CH:40][CH:39]=[CH:38][CH:37]=5)[C:42]4=[O:43])[C@H:24]([OH:28])[C@H:25]([OH:26])[O:31]3)=[CH:16][CH:15]=2)[CH:10]=[C:11]([F:13])[CH:12]=1. The catalyst class is: 647. (2) Reactant: [F:1][CH:2]([F:21])[O:3][CH2:4][C@@H:5]1[CH2:9][N:8]([C:10]([O:12][C:13]([CH3:16])([CH3:15])[CH3:14])=[O:11])[C@H:7]([C:17]([O:19]C)=[O:18])[CH2:6]1.[Li+].[OH-].Cl. Product: [C:13]([O:12][C:10]([N:8]1[CH2:9][C@@H:5]([CH2:4][O:3][CH:2]([F:1])[F:21])[CH2:6][C@H:7]1[C:17]([OH:19])=[O:18])=[O:11])([CH3:16])([CH3:14])[CH3:15]. The catalyst class is: 36. (3) Reactant: [O:1]=[C:2]1[CH2:10][C:9]2[C:4](=[CH:5][C:6]([C:11]([C:13]3[CH:14]=[C:15]([NH:19][C:20](=[O:22])[CH3:21])[CH:16]=[CH:17][CH:18]=3)=[O:12])=[CH:7][CH:8]=2)[NH:3]1.[CH:23](OCC)=[O:24].[O-]CC.[Na+].Cl. Product: [OH:24][CH:23]=[C:10]1[C:9]2[C:4](=[CH:5][C:6]([C:11]([C:13]3[CH:14]=[C:15]([NH:19][C:20](=[O:22])[CH3:21])[CH:16]=[CH:17][CH:18]=3)=[O:12])=[CH:7][CH:8]=2)[NH:3][C:2]1=[O:1]. The catalyst class is: 8. (4) Reactant: [NH2:1][C@H:2]([CH2:22][C:23]1[CH:28]=[CH:27][C:26]([Cl:29])=[CH:25][CH:24]=1)[C:3]([N:5]1[CH2:10][CH2:9][CH:8]([C:11]2[CH:16]=[CH:15][CH:14]=[CH:13][C:12]=2[NH:17][S:18]([CH3:21])(=[O:20])=[O:19])[CH2:7][CH2:6]1)=[O:4].CCN(C(C)C)C(C)C.[C:39]([NH:46][C@@H:47]1[CH2:51][CH2:50][C@H:49]([C:52](O)=[O:53])[CH2:48]1)([O:41][C:42]([CH3:45])([CH3:44])[CH3:43])=[O:40].C1C=NC2N(O)N=NC=2C=1.C(Cl)CCl. Product: [Cl:29][C:26]1[CH:25]=[CH:24][C:23]([CH2:22][C@@H:2]([NH:1][C:52]([C@@H:49]2[CH2:50][CH2:51][C@H:47]([NH:46][C:39]([O:41][C:42]([CH3:45])([CH3:44])[CH3:43])=[O:40])[CH2:48]2)=[O:53])[C:3]([N:5]2[CH2:10][CH2:9][CH:8]([C:11]3[CH:16]=[CH:15][CH:14]=[CH:13][C:12]=3[NH:17][S:18]([CH3:21])(=[O:19])=[O:20])[CH2:7][CH2:6]2)=[O:4])=[CH:28][CH:27]=1. The catalyst class is: 3. (5) Reactant: [C:1]1([SH:7])[CH:6]=[CH:5][CH:4]=[CH:3][CH:2]=1.[C:8](Cl)(=[O:12])[C:9](Cl)=[O:10].[Cl-].[Al+3].[Cl-].[Cl-]. Product: [S:7]1[C:1]2[CH:6]=[CH:5][CH:4]=[CH:3][C:2]=2[C:9](=[O:10])[C:8]1=[O:12]. The catalyst class is: 28. (6) Reactant: Cl.[NH:2]1[CH2:7][CH2:6][CH:5]([C:8]2[C:16]3[C:11](=[CH:12][CH:13]=[CH:14][CH:15]=3)[NH:10][CH:9]=2)[CH2:4][CH2:3]1.[F:17][C:18]1[CH:32]=[CH:31][C:30]([F:33])=[CH:29][C:19]=1[CH2:20][C:21]1[O:25][N:24]=[C:23]([C:26](O)=[O:27])[CH:22]=1.CN(C(ON1N=NC2C=CC=NC1=2)=[N+](C)C)C.F[P-](F)(F)(F)(F)F.C(N(CC)C(C)C)(C)C. Product: [NH:10]1[C:11]2[C:16](=[CH:15][CH:14]=[CH:13][CH:12]=2)[C:8]([CH:5]2[CH2:6][CH2:7][N:2]([C:26]([C:23]3[CH:22]=[C:21]([CH2:20][C:19]4[CH:29]=[C:30]([F:33])[CH:31]=[CH:32][C:18]=4[F:17])[O:25][N:24]=3)=[O:27])[CH2:3][CH2:4]2)=[CH:9]1. The catalyst class is: 3. (7) Reactant: [CH3:1][O:2][C:3]([C:5]1[N:6]=[C:7]2[N:11]([CH:12]=1)[CH:10]=[C:9]([C:13]1[CH:18]=[CH:17][CH:16]=[CH:15][C:14]=1[NH2:19])[S:8]2)=[O:4].[CH3:20][O:21][C:22]1[CH:23]=[C:24]([CH:28]=[C:29]([O:33][CH3:34])[C:30]=1[O:31][CH3:32])[C:25](Cl)=[O:26]. Product: [CH3:1][O:2][C:3]([C:5]1[N:6]=[C:7]2[N:11]([CH:12]=1)[CH:10]=[C:9]([C:13]1[CH:18]=[CH:17][CH:16]=[CH:15][C:14]=1[NH:19][C:25](=[O:26])[C:24]1[CH:23]=[C:22]([O:21][CH3:20])[C:30]([O:31][CH3:32])=[C:29]([O:33][CH3:34])[CH:28]=1)[S:8]2)=[O:4]. The catalyst class is: 17. (8) Reactant: [Br:1][C:2]1[N:6]2[CH:7]=[C:8]([I:15])[CH:9]=[C:10]([C:11]([F:14])([F:13])[F:12])[C:5]2=[N:4][C:3]=1[C:16]([OH:18])=O.[NH:19]1[CH2:24][CH2:23][CH:22]([N:25]2[C:29](=[O:30])[CH2:28][O:27][C:26]2=[O:31])[CH2:21][CH2:20]1.C(N(CC)C(C)C)(C)C.CN(C(ON1N=NC2C=CC=NC1=2)=[N+](C)C)C.F[P-](F)(F)(F)(F)F. Product: [Br:1][C:2]1[N:6]2[CH:7]=[C:8]([I:15])[CH:9]=[C:10]([C:11]([F:12])([F:13])[F:14])[C:5]2=[N:4][C:3]=1[C:16]([N:19]1[CH2:20][CH2:21][CH:22]([N:25]2[C:29](=[O:30])[CH2:28][O:27][C:26]2=[O:31])[CH2:23][CH2:24]1)=[O:18]. The catalyst class is: 31. (9) Reactant: C([O:3][C:4](=[O:24])[CH2:5][C:6]([NH:8][C:9]1[CH:14]=[CH:13][C:12]([NH:15][S:16]([CH3:19])(=[O:18])=[O:17])=[CH:11][C:10]=1[S:20](=[O:23])(=[O:22])[NH2:21])=O)C.Cl. Product: [CH3:19][S:16]([NH:15][C:12]1[CH:13]=[CH:14][C:9]2[NH:8][C:6]([CH2:5][C:4]([OH:3])=[O:24])=[N:21][S:20](=[O:23])(=[O:22])[C:10]=2[CH:11]=1)(=[O:18])=[O:17]. The catalyst class is: 74.